This data is from Catalyst prediction with 721,799 reactions and 888 catalyst types from USPTO. The task is: Predict which catalyst facilitates the given reaction. (1) Reactant: [CH2:1]([O:3][C:4]([C@@H:6]1[C@@H:11]([NH:12]C(OC(C)(C)C)=O)[CH2:10][CH2:9][N:8]([CH2:20][CH2:21][C:22]2[CH:27]=[CH:26][C:25]([O:28][CH3:29])=[C:24]([O:30][CH3:31])[CH:23]=2)[CH2:7]1)=[O:5])[CH3:2]. Product: [CH2:1]([O:3][C:4]([C@@H:6]1[C@@H:11]([NH2:12])[CH2:10][CH2:9][N:8]([CH2:20][CH2:21][C:22]2[CH:27]=[CH:26][C:25]([O:28][CH3:29])=[C:24]([O:30][CH3:31])[CH:23]=2)[CH2:7]1)=[O:5])[CH3:2]. The catalyst class is: 67. (2) Reactant: [NH2:1][C:2]1[C:7]([N+:8]([O-:10])=[O:9])=[CH:6][C:5]([CH3:11])=[C:4](Cl)[CH:3]=1.[CH:13]1(B(O)O)[CH2:15][CH2:14]1.C([O-])([O-])=O.[Cs+].[Cs+].ClCCl. Product: [NH2:1][C:2]1[C:7]([N+:8]([O-:10])=[O:9])=[CH:6][C:5]([CH3:11])=[C:4]([CH:13]2[CH2:15][CH2:14]2)[CH:3]=1. The catalyst class is: 75. (3) Product: [CH:3]([S:6][C:12]1[CH:13]=[C:14]([C:16]2[C:21]([Cl:22])=[CH:20][C:19]([C:23]([F:26])([F:24])[F:25])=[CH:18][C:17]=2[Cl:27])[CH:15]=[CH:10][C:11]=1[N+:28]([O-:30])=[O:29])([CH3:5])[CH3:4]. Reactant: [H-].[Na+].[CH:3]([SH:6])([CH3:5])[CH3:4].[H][H].Cl[C:10]1[CH:15]=[C:14]([C:16]2[C:21]([Cl:22])=[CH:20][C:19]([C:23]([F:26])([F:25])[F:24])=[CH:18][C:17]=2[Cl:27])[CH:13]=[CH:12][C:11]=1[N+:28]([O-:30])=[O:29]. The catalyst class is: 9. (4) Reactant: Cl[C:2]1[N:7]2[N:8]=[C:9]([C:11]([F:14])([F:13])[CH3:12])[N:10]=[C:6]2[N:5]=[C:4]([CH3:15])[CH:3]=1.[NH2:16][C:17]1[CH:22]=[CH:21][C:20]([S:23]([F:28])([F:27])([F:26])([F:25])[F:24])=[CH:19][CH:18]=1. Product: [F:13][C:11]([C:9]1[N:10]=[C:6]2[N:5]=[C:4]([CH3:15])[CH:3]=[C:2]([NH:16][C:17]3[CH:22]=[CH:21][C:20]([S:23]([F:28])([F:24])([F:25])([F:26])[F:27])=[CH:19][CH:18]=3)[N:7]2[N:8]=1)([F:14])[CH3:12]. The catalyst class is: 8. (5) Reactant: [Cl:1][C:2]1[CH:3]=[C:4]([CH2:8][CH:9]([CH3:14])[CH2:10][C:11]([OH:13])=O)[CH:5]=[CH:6][CH:7]=1.C(Cl)(=O)C(Cl)=O.[Al+3].[Cl-].[Cl-].[Cl-]. Product: [Cl:1][C:2]1[CH:3]=[C:4]2[C:5](=[CH:6][CH:7]=1)[C:11](=[O:13])[CH2:10][CH:9]([CH3:14])[CH2:8]2. The catalyst class is: 59. (6) Reactant: C([O:3][C:4](=[O:31])[CH2:5][C@@H:6]([C:24]1[CH:29]=[CH:28][CH:27]=[C:26]([F:30])[CH:25]=1)[NH:7][C:8]([NH:10][CH2:11][CH2:12][CH2:13][C:14]1[CH:23]=[CH:22][C:21]2[CH2:20][CH2:19][CH2:18][NH:17][C:16]=2[N:15]=1)=[O:9])C.[OH-].[Na+]. Product: [F:30][C:26]1[CH:25]=[C:24]([C@@H:6]([NH:7][C:8]([NH:10][CH2:11][CH2:12][CH2:13][C:14]2[CH:23]=[CH:22][C:21]3[CH2:20][CH2:19][CH2:18][NH:17][C:16]=3[N:15]=2)=[O:9])[CH2:5][C:4]([OH:31])=[O:3])[CH:29]=[CH:28][CH:27]=1. The catalyst class is: 14. (7) Reactant: [Si:1]([O:18][CH2:19][C:20]([CH3:37])([CH3:36])[C:21]([NH:23][CH2:24][C:25]([C:27]1[CH:32]=[CH:31][CH:30]=[C:29]([N+:33]([O-:35])=[O:34])[CH:28]=1)=O)=O)([C:14]([CH3:17])([CH3:16])[CH3:15])([C:8]1[CH:13]=[CH:12][CH:11]=[CH:10][CH:9]=1)[C:2]1[CH:7]=[CH:6][CH:5]=[CH:4][CH:3]=1.COC1C=CC(P2(SP(C3C=CC(OC)=CC=3)(=S)S2)=[S:47])=CC=1. Product: [Si:1]([O:18][CH2:19][C:20]([C:21]1[S:47][C:25]([C:27]2[CH:32]=[CH:31][CH:30]=[C:29]([N+:33]([O-:35])=[O:34])[CH:28]=2)=[CH:24][N:23]=1)([CH3:37])[CH3:36])([C:14]([CH3:17])([CH3:16])[CH3:15])([C:8]1[CH:13]=[CH:12][CH:11]=[CH:10][CH:9]=1)[C:2]1[CH:7]=[CH:6][CH:5]=[CH:4][CH:3]=1. The catalyst class is: 11. (8) The catalyst class is: 18. Product: [CH2:14]([O:13][C:10]1[CH:11]=[C:4]([O:3][CH3:1])[CH:5]=[CH:6][C:7]=1[CH:8]=[O:9])[CH3:15]. Reactant: [CH2:1]([O:3][C:4]1[CH:11]=[CH:10][C:7]([CH:8]=[O:9])=[CH:6][C:5]=1F)C.[OH:13][C:14]1C=C(OC)C=C[C:15]=1C=O.C(=O)([O-])[O-].[K+].[K+].ICC. (9) Reactant: CC([N:5]([C:9]1[S:10][C:11]([Cl:21])=[C:12]([C:15]2[N:19]([CH3:20])[N:18]=[CH:17][CH:16]=2)[C:13]=1[Cl:14])C(=O)[O-])(C)C.Cl. Product: [Cl:14][C:13]1[C:12]([C:15]2[N:19]([CH3:20])[N:18]=[CH:17][CH:16]=2)=[C:11]([Cl:21])[S:10][C:9]=1[NH2:5]. The catalyst class is: 5.